From a dataset of Full USPTO retrosynthesis dataset with 1.9M reactions from patents (1976-2016). Predict the reactants needed to synthesize the given product. (1) Given the product [CH2:1]([O:8][C:9]1[CH:14]=[C:13]([CH:12]=[CH:11][C:10]=1[N+:16]([O-:18])=[O:17])[O:29][C:26]1[CH:25]=[CH:24][C:23]([S:20]([CH3:19])(=[O:22])=[O:21])=[N:28][CH:27]=1)[C:2]1[CH:7]=[CH:6][CH:5]=[CH:4][CH:3]=1, predict the reactants needed to synthesize it. The reactants are: [CH2:1]([O:8][C:9]1[CH:14]=[C:13](F)[CH:12]=[CH:11][C:10]=1[N+:16]([O-:18])=[O:17])[C:2]1[CH:7]=[CH:6][CH:5]=[CH:4][CH:3]=1.[CH3:19][S:20]([C:23]1[N:28]=[CH:27][C:26]([OH:29])=[CH:25][CH:24]=1)(=[O:22])=[O:21].C(=O)([O-])[O-].[K+].[K+]. (2) The reactants are: [NH2:1][C:2]1[C:3]([NH:9][CH:10]([CH2:17][C:18]([O:20][CH2:21][CH3:22])=[O:19])[CH2:11][C:12](OCC)=[O:13])=[N:4][C:5]([Cl:8])=[CH:6][CH:7]=1.FC(F)(F)C(O)=O. Given the product [Cl:8][C:5]1[CH:6]=[CH:7][C:2]2[NH:1][C:12](=[O:13])[CH2:11][CH:10]([CH2:17][C:18]([O:20][CH2:21][CH3:22])=[O:19])[NH:9][C:3]=2[N:4]=1, predict the reactants needed to synthesize it. (3) Given the product [OH:32][CH2:28][CH2:29][C:30]#[C:31][C:2]1[CH:3]=[C:4]2[C:9](=[CH:10][CH:11]=1)[N:8]=[C:7]([C:12]1[CH:13]=[C:14]([O:22][CH3:23])[C:15]([O:20][CH3:21])=[C:16]([O:18][CH3:19])[CH:17]=1)[CH:6]=[C:5]2[C:24]([O:26][CH3:27])=[O:25], predict the reactants needed to synthesize it. The reactants are: I[C:2]1[CH:3]=[C:4]2[C:9](=[CH:10][CH:11]=1)[N:8]=[C:7]([C:12]1[CH:17]=[C:16]([O:18][CH3:19])[C:15]([O:20][CH3:21])=[C:14]([O:22][CH3:23])[CH:13]=1)[CH:6]=[C:5]2[C:24]([O:26][CH3:27])=[O:25].[CH2:28]([OH:32])[CH2:29][C:30]#[CH:31].C(N(CC)CC)C.O.